Dataset: Full USPTO retrosynthesis dataset with 1.9M reactions from patents (1976-2016). Task: Predict the reactants needed to synthesize the given product. (1) Given the product [CH3:19][NH:20][C:2]1[N:7]=[CH:6][C:5]([O:8][CH2:9][CH2:10][NH:11][C:12](=[O:18])[O:13][C:14]([CH3:17])([CH3:16])[CH3:15])=[CH:4][CH:3]=1, predict the reactants needed to synthesize it. The reactants are: Br[C:2]1[N:7]=[CH:6][C:5]([O:8][CH2:9][CH2:10][NH:11][C:12](=[O:18])[O:13][C:14]([CH3:17])([CH3:16])[CH3:15])=[CH:4][CH:3]=1.[CH3:19][NH2:20]. (2) Given the product [CH3:2][O:3][C:4]1[CH:5]=[C:6]([C:12]2[C@@H:21]3[C@@H:16]([CH2:17][CH2:18][CH2:19][CH2:20]3)[C:15](=[O:22])[N:14]([CH:23]3[CH2:24][CH2:25][N:26]([C:42](=[O:43])[C@@H:37]([NH:36][C:34](=[O:35])[O:33][C:29]([CH3:32])([CH3:31])[CH3:30])[C@@H:38]([CH3:39])[CH2:40][CH3:41])[CH2:27][CH2:28]3)[N:13]=2)[CH:7]=[CH:8][C:9]=1[O:10][CH3:11], predict the reactants needed to synthesize it. The reactants are: Cl.[CH3:2][O:3][C:4]1[CH:5]=[C:6]([C:12]2[C@@H:21]3[C@@H:16]([CH2:17][CH2:18][CH2:19][CH2:20]3)[C:15](=[O:22])[N:14]([CH:23]3[CH2:28][CH2:27][NH:26][CH2:25][CH2:24]3)[N:13]=2)[CH:7]=[CH:8][C:9]=1[O:10][CH3:11].[C:29]([O:33][C:34]([NH:36][C@H:37]([C:42](O)=[O:43])[C@H:38]([CH2:40][CH3:41])[CH3:39])=[O:35])([CH3:32])([CH3:31])[CH3:30].CN(C(ON1N=NC2C=CC=CC1=2)=[N+](C)C)C.F[P-](F)(F)(F)(F)F.CCN(C(C)C)C(C)C. (3) Given the product [Br:1][C:2]1[C:3]([N:20]2[CH2:25][CH2:24][CH2:23][C@@H:22]([NH:26][C:27](=[O:33])[O:28][C:29]([CH3:31])([CH3:30])[CH3:32])[CH2:21]2)=[C:4]2[C:10]([NH:11][C:12]([CH:14]3[CH2:18][CH2:17][CH2:16][CH2:15]3)=[O:13])=[CH:9][NH:8][C:5]2=[N:6][CH:7]=1, predict the reactants needed to synthesize it. The reactants are: [Br:1][C:2]1[C:3](F)=[C:4]2[C:10]([NH:11][C:12]([CH:14]3[CH2:18][CH2:17][CH2:16][CH2:15]3)=[O:13])=[CH:9][NH:8][C:5]2=[N:6][CH:7]=1.[NH:20]1[CH2:25][CH2:24][CH2:23][C@@H:22]([NH:26][C:27](=[O:33])[O:28][C:29]([CH3:32])([CH3:31])[CH3:30])[CH2:21]1.